Dataset: Reaction yield outcomes from USPTO patents with 853,638 reactions. Task: Predict the reaction yield, written as a fraction of the theoretical maximum amount of product (1.0 means a 100% yield; for example, 0.34 means a 34% yield). (1) The reactants are [NH2:1][C:2]1[CH:10]=[C:9]([O:11][CH3:12])[CH:8]=[C:7]([O:13][CH3:14])[C:3]=1[C:4]([NH2:6])=[O:5].[CH3:15]I. No catalyst specified. The product is [CH3:14][O:13][C:7]1[CH:8]=[C:9]([O:11][CH3:12])[CH:10]=[C:2]([NH:1][CH3:15])[C:3]=1[C:4]([NH2:6])=[O:5]. The yield is 0.504. (2) The reactants are [Cl:1][C:2]1[CH:7]=[CH:6][C:5]([O:8][CH3:9])=[CH:4][C:3]=1[NH:10][C:11]1[C:12]([NH:21][S:22]([C:25]2[CH:26]=[C:27]([CH:31]=[CH:32][CH:33]=2)[C:28]([OH:30])=O)(=[O:24])=[O:23])=[N:13][C:14]2[C:19]([N:20]=1)=[CH:18][CH:17]=[CH:16][CH:15]=2.F[P-](F)(F)(F)(F)F.N1(OC(N(C)C)=[N+](C)C)C2N=CC=CC=2N=N1.C(N(C(C)C)C(C)C)C.[CH3:67][N:68]([CH3:72])[CH2:69][CH2:70][NH2:71]. The catalyst is CN(C)C=O.C(OCC)(=O)C. The product is [Cl:1][C:2]1[CH:7]=[CH:6][C:5]([O:8][CH3:9])=[CH:4][C:3]=1[NH:10][C:11]1[C:12]([NH:21][S:22]([C:25]2[CH:26]=[C:27]([CH:31]=[CH:32][CH:33]=2)[C:28]([NH:71][CH2:70][CH2:69][N:68]([CH3:72])[CH3:67])=[O:30])(=[O:23])=[O:24])=[N:13][C:14]2[C:19]([N:20]=1)=[CH:18][CH:17]=[CH:16][CH:15]=2. The yield is 0.870. (3) The reactants are C[O:2][C:3]([C:5]1[C:19]([NH:20][C:21]2[CH:26]=[CH:25][C:24]([Br:27])=[CH:23][C:22]=2[Cl:28])=[C:18]([F:29])[C:8]2[N:9]=[CH:10][N:11]([CH2:12][CH2:13][S:14]([CH3:17])(=[O:16])=[O:15])[C:7]=2[CH:6]=1)=O.[BH4-].[Na+]. The catalyst is CCO.C1COCC1. The product is [Br:27][C:24]1[CH:25]=[CH:26][C:21]([NH:20][C:19]2[C:5]([CH2:3][OH:2])=[CH:6][C:7]3[N:11]([CH2:12][CH2:13][S:14]([CH3:17])(=[O:16])=[O:15])[CH:10]=[N:9][C:8]=3[C:18]=2[F:29])=[C:22]([Cl:28])[CH:23]=1. The yield is 0.700. (4) The reactants are [CH2:1]([C:3]1[N:4]([C:28]2[CH:33]=[CH:32][C:31]([OH:34])=[CH:30][CH:29]=2)[C:5](=[O:27])[C:6]([CH2:12][C:13]2[CH:18]=[CH:17][C:16]([C:19]3[C:20]([C:25]#[N:26])=[CH:21][CH:22]=[CH:23][CH:24]=3)=[CH:15][CH:14]=2)=[C:7]([CH2:9][CH2:10][CH3:11])[N:8]=1)[CH3:2].[CH:35]12[O:40][CH:39]1[CH2:38][CH2:37][CH2:36]2.C(=O)([O-])[O-].[Cs+].[Cs+]. The catalyst is CN(C)C(=O)C. The product is [CH2:1]([C:3]1[N:4]([C:28]2[CH:33]=[CH:32][C:31]([O:34][CH:38]3[CH2:37][CH2:36][CH2:35][C@H:39]3[OH:40])=[CH:30][CH:29]=2)[C:5](=[O:27])[C:6]([CH2:12][C:13]2[CH:18]=[CH:17][C:16]([C:19]3[C:20]([C:25]#[N:26])=[CH:21][CH:22]=[CH:23][CH:24]=3)=[CH:15][CH:14]=2)=[C:7]([CH2:9][CH2:10][CH3:11])[N:8]=1)[CH3:2]. The yield is 0.500. (5) The reactants are [OH:1][C@@H:2]1[CH2:11][C:6]2([CH2:10][CH2:9][CH2:8][CH2:7]2)[C@@H:5]([C:12]([OH:14])=[O:13])[C:4]([CH3:15])=[CH:3]1.[C:16](=O)([O-])[O-].[K+].[K+].CI.Cl. The catalyst is CN(C=O)C. The product is [OH:1][C@@H:2]1[CH2:11][C:6]2([CH2:7][CH2:8][CH2:9][CH2:10]2)[C@@H:5]([C:12]([O:14][CH3:16])=[O:13])[C:4]([CH3:15])=[CH:3]1. The yield is 0.360. (6) The reactants are C([O:6][C@@H:7]([C:9]1[N:14]=[C:13]([N:15]2[CH2:20][CH2:19][N:18]3[C:21]([C:24]4[S:25][C:26]5[CH:32]=[CH:31][CH:30]=[CH:29][C:27]=5[N:28]=4)=[N:22][N:23]=[C:17]3[CH2:16]2)[CH:12]=[CH:11][N:10]=1)[CH3:8])(=O)CCC.O.[OH-].[Li+]. The catalyst is O1CCCC1.CO.O. The product is [S:25]1[C:26]2[CH:32]=[CH:31][CH:30]=[CH:29][C:27]=2[N:28]=[C:24]1[C:21]1[N:18]2[CH2:19][CH2:20][N:15]([C:13]3[CH:12]=[CH:11][N:10]=[C:9]([C@H:7]([OH:6])[CH3:8])[N:14]=3)[CH2:16][C:17]2=[N:23][N:22]=1. The yield is 1.00. (7) The reactants are [Cl:1][C:2]1[C:3]([O:12][C:13]2[CH:18]=[C:17]([O:19][CH2:20][CH2:21][CH:22]3[O:26][CH2:25][CH2:24][O:23]3)[CH:16]=[CH:15][C:14]=2/[CH:27]=[CH:28]/[C:29](O)=[O:30])=[N:4][CH:5]=[C:6]([C:8]([F:11])([F:10])[F:9])[CH:7]=1.Cl.C(N=C=NCCCN(C)C)C.[CH2:44]([S:49]([NH2:52])(=[O:51])=[O:50])[CH2:45][CH2:46][CH2:47][CH3:48].Cl. The catalyst is CN(C)C1C=CN=CC=1.C(OCC)(=O)C.C(#N)C. The product is [Cl:1][C:2]1[C:3]([O:12][C:13]2[CH:18]=[C:17]([O:19][CH2:20][CH2:21][CH:22]3[O:26][CH2:25][CH2:24][O:23]3)[CH:16]=[CH:15][C:14]=2/[CH:27]=[CH:28]/[C:29]([NH:52][S:49]([CH2:44][CH2:45][CH2:46][CH2:47][CH3:48])(=[O:51])=[O:50])=[O:30])=[N:4][CH:5]=[C:6]([C:8]([F:9])([F:11])[F:10])[CH:7]=1. The yield is 0.150.